Dataset: HIV replication inhibition screening data with 41,000+ compounds from the AIDS Antiviral Screen. Task: Binary Classification. Given a drug SMILES string, predict its activity (active/inactive) in a high-throughput screening assay against a specified biological target. (1) The drug is O=[N+]([O-])c1ccc(C2=NOC(c3ccccc3F)N2C23CC4CC(CC(C4)C2)C3)cc1. The result is 0 (inactive). (2) The compound is C1=[N+]2[N-]C(N3CC4CCC(CC4)C3)=[S+][Fe-]2[n+]2ncccc21. The result is 0 (inactive). (3) The molecule is CS(=O)(=O)O.N=C(N)c1ccc2oc(C=Cc3cc4cc(C(=N)N)ccc4o3)cc2c1. The result is 0 (inactive). (4) The molecule is Cc1cc(C)nc(NS(=O)(=O)c2ccc(Nc3c4ccc(Cl)cc4nc4c(C(=O)Nc5ccc(S(=O)(=O)NC(=N)N)cc5)cccc34)cc2)n1. The result is 0 (inactive). (5) The compound is C1CN2CN3CN4CCN5CN6CN1[Cu-5]524([SH+]c1nnc6s1)[SH+]c1nnc3s1. The result is 0 (inactive). (6) The drug is O=C1CCC2(c3ccc(F)cc3)Nc3ccccc3N12. The result is 0 (inactive). (7) The molecule is Cc1ccc(NC(=O)CC2C(=O)Nc3ccccc3S2(=O)=O)cc1C. The result is 0 (inactive).